From a dataset of Full USPTO retrosynthesis dataset with 1.9M reactions from patents (1976-2016). Predict the reactants needed to synthesize the given product. (1) Given the product [C:12]([O:11][CH2:10][C:8]1[CH:9]=[C:4]2[CH:3]=[CH:2][O:1][C:5]2=[CH:6][N:7]=1)(=[O:14])[CH3:13], predict the reactants needed to synthesize it. The reactants are: [O:1]1[C:5]2=[CH:6][N:7]=[C:8]([CH2:10][OH:11])[CH:9]=[C:4]2[CH:3]=[CH:2]1.[C:12](OC(=O)C)(=[O:14])[CH3:13]. (2) Given the product [OH:1][CH2:2][CH:3]([NH:8][C:9]([C:11]1[CH:20]=[CH:19][C:14]2[NH:15][C:16](=[O:18])[NH:17][C:13]=2[CH:12]=1)=[O:10])[C:4]([OH:6])=[O:5], predict the reactants needed to synthesize it. The reactants are: [OH:1][CH2:2][CH:3]([NH:8][C:9]([C:11]1[CH:20]=[CH:19][C:14]2[NH:15][C:16](=[O:18])[NH:17][C:13]=2[CH:12]=1)=[O:10])[C:4]([O:6]C)=[O:5].[OH-].[Na+].